This data is from Catalyst prediction with 721,799 reactions and 888 catalyst types from USPTO. The task is: Predict which catalyst facilitates the given reaction. (1) Product: [Cl:1][C:2]1[CH:7]=[CH:6][C:5]([CH2:8][C:9]2[C:18]3[C:13](=[CH:14][CH:15]=[CH:16][CH:17]=3)[C:12](=[O:19])[N:11]([CH2:20][C@H:21]3[CH2:25][CH2:24][CH2:23][N:22]3[CH2:27][CH2:28][N:29]3[C:30](=[O:39])[C:31]4[C:36](=[CH:35][CH:34]=[CH:33][CH:32]=4)[C:37]3=[O:38])[N:10]=2)=[CH:4][CH:3]=1. Reactant: [Cl:1][C:2]1[CH:7]=[CH:6][C:5]([CH2:8][C:9]2[C:18]3[C:13](=[CH:14][CH:15]=[CH:16][CH:17]=3)[C:12](=[O:19])[N:11]([CH2:20][C@H:21]3[CH2:25][CH2:24][CH2:23][NH:22]3)[N:10]=2)=[CH:4][CH:3]=1.Br[CH2:27][CH2:28][N:29]1[C:37](=[O:38])[C:36]2[C:31](=[CH:32][CH:33]=[CH:34][CH:35]=2)[C:30]1=[O:39].C(=O)([O-])[O-].[K+].[K+]. The catalyst class is: 131. (2) Reactant: C(P(CCCC)CCCC)CCC.N1CCCCC1.N1CCCCC1.N(C(O)=O)=NC(O)=O.[CH:34]1([C:37]2[CH:41]=[N:40][N:39]([C:42]3[CH:47]=[CH:46][CH:45]=[CH:44][C:43]=3[O:48][C:49]([F:52])([F:51])[F:50])[C:38]=2[CH2:53][OH:54])[CH2:36][CH2:35]1.[C:55]([O:59][C:60](=[O:70])[NH:61][C:62]1[CH:67]=[CH:66][C:65](O)=[CH:64][C:63]=1[CH3:69])([CH3:58])([CH3:57])[CH3:56]. Product: [C:55]([O:59][C:60](=[O:70])[NH:61][C:62]1[CH:67]=[CH:66][C:65]([O:54][CH2:53][C:38]2[N:39]([C:42]3[CH:47]=[CH:46][CH:45]=[CH:44][C:43]=3[O:48][C:49]([F:52])([F:50])[F:51])[N:40]=[CH:41][C:37]=2[CH:34]2[CH2:35][CH2:36]2)=[CH:64][C:63]=1[CH3:69])([CH3:58])([CH3:57])[CH3:56]. The catalyst class is: 11. (3) Reactant: [CH3:1][CH:2]([NH:4][C:5]([C:7]1[N:11]=[CH:10][NH:9][N:8]=1)=[O:6])[CH3:3].C(O[C@@H:16]1[CH2:48][C@:20]23[C:24]4[C@H:33]([CH2:34][CH2:35][C@H:19]2[C@@:18]([CH3:49])([CH2:23][O:22][CH2:21]3)[C@H:17]1[O:50][CH2:51][C@:52]([CH3:58])([NH:56][CH3:57])[CH:53]([CH3:55])[CH3:54])[C@:32]1([CH3:36])[C@:27]([CH3:46])([C@H:28]([C:43]([OH:45])=[O:44])[C@:29]([C@H:38]([CH3:42])[CH:39]([CH3:41])[CH3:40])([CH3:37])[CH2:30][CH2:31]1)[C:26](=[O:47])[CH:25]=4)(=O)C. Product: [CH3:58][C@@:52]([NH:56][CH3:57])([CH:53]([CH3:55])[CH3:54])[CH2:51][O:50][C@@H:17]1[C@@:18]2([CH3:49])[C@@H:19]3[CH2:35][CH2:34][C@H:33]4[C:24]([C@@:20]3([CH2:21][O:22][CH2:23]2)[CH2:48][C@H:16]1[N:8]1[C:7]([C:5]([NH:4][CH:2]([CH3:1])[CH3:3])=[O:6])=[N:11][CH:10]=[N:9]1)=[CH:25][C:26](=[O:47])[C@:27]1([CH3:46])[C@:32]4([CH3:36])[CH2:31][CH2:30][C@@:29]([C@H:38]([CH3:42])[CH:39]([CH3:40])[CH3:41])([CH3:37])[C@H:28]1[C:43]([OH:45])=[O:44]. The catalyst class is: 26. (4) Reactant: [NH2:1][C:2]1[C:9]([OH:10])=[CH:8][C:7]([S:11]([CH:14]([CH3:16])[CH3:15])(=[O:13])=[O:12])=[CH:6][C:3]=1[C:4]#[N:5].[CH3:17][S:18][C:19]1[CH:20]=[CH:21][C:22]([CH2:25]O)=[N:23][CH:24]=1.C(P(CCCC)CCCC)CCC.N(C(N1CCCCC1)=O)=NC(N1CCCCC1)=O. Product: [NH2:1][C:2]1[C:9]([O:10][CH2:25][C:22]2[CH:21]=[CH:20][C:19]([S:18][CH3:17])=[CH:24][N:23]=2)=[CH:8][C:7]([S:11]([CH:14]([CH3:16])[CH3:15])(=[O:13])=[O:12])=[CH:6][C:3]=1[C:4]#[N:5]. The catalyst class is: 7. (5) Reactant: [F:1][C:2]([F:29])([S:25](F)(=[O:27])=[O:26])[C:3]([F:24])([F:23])[C:4]([F:22])([F:21])[C:5]([F:20])([F:19])[C:6]([F:18])([F:17])[C:7]([F:16])([F:15])[C:8]([F:14])([F:13])[C:9]([F:12])([F:11])[F:10].C(N(CC)CC)C.[CH2:37]([NH2:47])[CH2:38][CH2:39][CH2:40][CH2:41][CH2:42][CH2:43][CH2:44][CH2:45][CH3:46]. Product: [CH2:37]([NH:47][S:25]([C:2]([F:29])([F:1])[C:3]([F:23])([F:24])[C:4]([F:22])([F:21])[C:5]([F:20])([F:19])[C:6]([F:17])([F:18])[C:7]([F:15])([F:16])[C:8]([F:13])([F:14])[C:9]([F:11])([F:12])[F:10])(=[O:27])=[O:26])[CH2:38][CH2:39][CH2:40][CH2:41][CH2:42][CH2:43][CH2:44][CH2:45][CH3:46]. The catalyst class is: 6. (6) Product: [Cl:1][C:2]1[C:7]([Cl:8])=[CH:6][CH:5]=[CH:4][C:3]=1[O:9][C@@H:27]1[CH2:26][C@H:23]([NH:49][C:50](=[O:51])[O:52][C:53]([CH3:55])([CH3:29])[CH3:54])[CH2:28]1. Reactant: [Cl:1][C:2]1[C:7]([Cl:8])=[CH:6][CH:5]=[CH:4][C:3]=1[OH:9].[C:27]1(P([C:23]2[CH:28]=[CH:27][CH:26]=CC=2)[C:27]2[CH:26]=CC=[CH:23][CH:28]=2)[CH:26]=CC=[CH:23][CH:28]=1.[CH3:29]C(N([C@H]1C[C@H](O)C1)C(=O)[O-])(C)C.[CH3:54][CH:53]([O:52][C:50](/[N:49]=[N:49]/[C:50]([O:52][CH:53]([CH3:55])[CH3:54])=[O:51])=[O:51])[CH3:55]. The catalyst class is: 1. (7) Reactant: Cl[S:2]([N:5]=C=O)(=[O:4])=[O:3].C(O)(C)(C)C.[CH3:13][NH:14][C:15]1[CH:20]=[CH:19][CH:18]=[CH:17][CH:16]=1.FC(F)(F)C(O)=O. Product: [CH3:13][N:14]([C:15]1[CH:20]=[CH:19][CH:18]=[CH:17][CH:16]=1)[S:2]([NH2:5])(=[O:4])=[O:3]. The catalyst class is: 34. (8) Product: [CH3:22][S:23]([C:26]1[CH:31]=[CH:30][C:29]([C:2]2[CH:7]=[CH:6][C:5]([C:8]3[O:9][C:10]([CH3:21])=[C:11]([CH2:13][CH2:14][N:15]4[CH2:20][CH2:19][CH2:18][CH2:17][CH2:16]4)[N:12]=3)=[CH:4][CH:3]=2)=[CH:28][CH:27]=1)(=[O:25])=[O:24]. Reactant: Br[C:2]1[CH:7]=[CH:6][C:5]([C:8]2[O:9][C:10]([CH3:21])=[C:11]([CH2:13][CH2:14][N:15]3[CH2:20][CH2:19][CH2:18][CH2:17][CH2:16]3)[N:12]=2)=[CH:4][CH:3]=1.[CH3:22][S:23]([C:26]1[CH:31]=[CH:30][C:29](B(O)O)=[CH:28][CH:27]=1)(=[O:25])=[O:24].C([O-])([O-])=O.[Na+].[Na+]. The catalyst class is: 12.